This data is from Forward reaction prediction with 1.9M reactions from USPTO patents (1976-2016). The task is: Predict the product of the given reaction. The product is: [C:14]1([NH:13][S:12]([C:8]2[CH:7]=[C:6]([CH:5]=[CH:4][C:3]([OH:22])=[O:2])[CH:11]=[CH:10][CH:9]=2)(=[O:21])=[O:20])[CH:15]=[CH:16][CH:17]=[CH:18][CH:19]=1. Given the reactants C[O:2][C:3](=[O:22])[CH:4]=[CH:5][C:6]1[CH:11]=[CH:10][CH:9]=[C:8]([S:12](=[O:21])(=[O:20])[NH:13][C:14]2[CH:19]=[CH:18][CH:17]=[CH:16][CH:15]=2)[CH:7]=1.[OH-].[Na+], predict the reaction product.